The task is: Predict the product of the given reaction.. This data is from Forward reaction prediction with 1.9M reactions from USPTO patents (1976-2016). (1) Given the reactants [C:1]([O:5][C:6](=[O:22])[NH:7][C:8]1[CH:13]=[CH:12][C:11]([C:14]2[CH:19]=[CH:18][C:17]([F:20])=[CH:16][CH:15]=2)=[CH:10][C:9]=1[NH2:21])([CH3:4])([CH3:3])[CH3:2].CC1(C)[O:29][C:28](=O)[CH:27]=[C:26]([C:31]2[CH:36]=[CH:35][CH:34]=[C:33]([N:37]3[CH:41]=[N:40][CH:39]=[N:38]3)[CH:32]=2)[O:25]1, predict the reaction product. The product is: [C:1]([O:5][C:6](=[O:22])[NH:7][C:8]1[CH:13]=[CH:12][C:11]([C:14]2[CH:15]=[CH:16][C:17]([F:20])=[CH:18][CH:19]=2)=[CH:10][C:9]=1[NH:21][C:28](=[O:29])[CH2:27][C:26](=[O:25])[C:31]1[CH:36]=[CH:35][CH:34]=[C:33]([N:37]2[CH:41]=[N:40][CH:39]=[N:38]2)[CH:32]=1)([CH3:4])([CH3:2])[CH3:3]. (2) The product is: [C:50]([OH:49])(=[O:52])/[CH:51]=[CH:6]/[C:2]([OH:3])=[O:1].[C:50]([OH:49])(=[O:52])/[CH:51]=[CH:6]/[C:2]([OH:3])=[O:1].[CH3:37][N:38]([CH2:24][C:23]1[C:18]2[O:17][N:16]=[C:15]([CH2:14][CH2:13][CH:10]3[CH2:11][CH2:12][N:7]([CH2:6][CH:2]4[O:1][CH2:5][CH2:4][O:3]4)[CH2:8][CH2:9]3)[C:19]=2[CH:20]=[CH:21][C:22]=1[CH2:26][NH:27][CH2:28][C:29]1[CH:30]=[CH:31][C:32]([C:33]#[N:34])=[CH:35][CH:36]=1)[CH3:39]. Given the reactants [O:1]1[CH2:5][CH2:4][O:3][CH:2]1[CH2:6][N:7]1[CH2:12][CH2:11][CH:10]([CH2:13][CH2:14][C:15]2[C:19]3[CH:20]=[CH:21][C:22]([CH2:26][NH:27][CH2:28][C:29]4[CH:36]=[CH:35][C:32]([C:33]#[N:34])=[CH:31][CH:30]=4)=[C:23]([CH:24]=O)[C:18]=3[O:17][N:16]=2)[CH2:9][CH2:8]1.[CH3:37][NH:38][CH3:39].[C:50]([O:49][BH-]([O:49][C:50](=[O:52])[CH3:51])[O:49][C:50](=[O:52])[CH3:51])(=[O:52])[CH3:51].[Na+].C(=O)(O)[O-].[Na+], predict the reaction product. (3) The product is: [C:18]([NH:26][C:27]1[CH:39]=[C:38]([C:6]2[CH:5]=[CH:4][C:3]([CH3:9])=[C:2]([Cl:1])[CH:7]=2)[CH:37]=[CH:36][C:28]=1[C:29]([O:31][C:32]([CH3:34])([CH3:35])[CH3:33])=[O:30])(=[O:25])[C:19]1[CH:20]=[CH:21][CH:22]=[CH:23][CH:24]=1. Given the reactants [Cl:1][C:2]1[CH:7]=[C:6](I)[CH:5]=[CH:4][C:3]=1[CH3:9].C(=O)([O-])O.[Na+].C(O)C.[C:18]([NH:26][C:27]1[CH:39]=[C:38](B2OC(C)(C)C(C)(C)O2)[CH:37]=[CH:36][C:28]=1[C:29]([O:31][C:32]([CH3:35])([CH3:34])[CH3:33])=[O:30])(=[O:25])[C:19]1[CH:24]=[CH:23][CH:22]=[CH:21][CH:20]=1, predict the reaction product.